This data is from Forward reaction prediction with 1.9M reactions from USPTO patents (1976-2016). The task is: Predict the product of the given reaction. (1) Given the reactants [Cl:1][C:2]1[C:7]([Cl:8])=[CH:6][CH:5]=[CH:4][C:3]=1[S:9]([NH:12][C:13]1[C:22](Cl)=[N:21][C:20]2[C:15](=[CH:16][C:17]([O:24][CH3:25])=[CH:18][CH:19]=2)[N:14]=1)(=[O:11])=[O:10].[CH3:26][O-:27].[Na+].Cl, predict the reaction product. The product is: [Cl:1][C:2]1[C:7]([Cl:8])=[CH:6][CH:5]=[CH:4][C:3]=1[S:9]([NH:12][C:13]1[C:22]([O:27][CH3:26])=[N:21][C:20]2[C:15](=[CH:16][C:17]([O:24][CH3:25])=[CH:18][CH:19]=2)[N:14]=1)(=[O:11])=[O:10]. (2) The product is: [CH2:16]([O:15][C:13]([C:10]1[C:11]2[O:20][C:19]([C:18]([O:22][CH2:23][C:24]3[CH:29]=[CH:28][CH:27]=[CH:26][CH:25]=3)=[O:21])=[C:4]([OH:5])[C:6]=2[CH:7]=[N:8][CH:9]=1)=[O:14])[CH3:17]. Given the reactants C(O[C:4]([C:6]1[CH:7]=[N:8][CH:9]=[C:10]([C:13]([O:15][CH2:16][CH3:17])=[O:14])[C:11]=1Cl)=[O:5])C.[C:18]([O:22][CH2:23][C:24]1[CH:29]=[CH:28][CH:27]=[CH:26][CH:25]=1)(=[O:21])[CH2:19][OH:20].[H-].[Na+], predict the reaction product. (3) Given the reactants [CH3:1][O:2][C:3]([C:5]1[N:6]=[C:7](Br)[C:8]2[C:13]([C:14]=1[OH:15])=[CH:12][CH:11]=[C:10]([O:16][C:17]1[CH:22]=[CH:21][CH:20]=[CH:19][CH:18]=1)[CH:9]=2)=[O:4].[F:24][C:25]1[CH:26]=[C:27](B(O)O)[CH:28]=[N:29][CH:30]=1.C([O-])([O-])=O.[Cs+].[Cs+].Cl, predict the reaction product. The product is: [CH3:1][O:2][C:3]([C:5]1[N:6]=[C:7]([C:27]2[CH:28]=[N:29][CH:30]=[C:25]([F:24])[CH:26]=2)[C:8]2[C:13]([C:14]=1[OH:15])=[CH:12][CH:11]=[C:10]([O:16][C:17]1[CH:22]=[CH:21][CH:20]=[CH:19][CH:18]=1)[CH:9]=2)=[O:4].